Dataset: Catalyst prediction with 721,799 reactions and 888 catalyst types from USPTO. Task: Predict which catalyst facilitates the given reaction. (1) Reactant: [CH2:1]([C:8]1[C:9]([Cl:23])=[N:10][C:11](S(C)(=O)=O)=[N:12][C:13]=1N1CCCC1)[C:2]1[CH:7]=[CH:6][CH:5]=[CH:4][CH:3]=1.C(=O)([O-])[O-].[K+].[K+].[NH:30]1[CH:34]=[CH:33][CH:32]=[N:31]1.O. Product: [CH2:1]([C:8]1[C:9]([Cl:23])=[N:10][C:11]([N:30]2[CH:34]=[CH:33][CH:32]=[N:31]2)=[N:12][CH:13]=1)[C:2]1[CH:3]=[CH:4][CH:5]=[CH:6][CH:7]=1. The catalyst class is: 9. (2) Reactant: [C:1]1([CH:7]=[CH:8][CH:9]=[CH:10][CH:11]=O)[CH:6]=[CH:5][CH:4]=[CH:3][CH:2]=1.[H-].[Na+].[OH2:15].[O:16]1[CH2:20][CH2:19][CH2:18]C1. Product: [C:1]1([CH:7]=[CH:8][CH:9]=[CH:10][CH:11]=[CH:18][CH2:19][C:20]([OH:16])=[O:15])[CH:2]=[CH:3][CH:4]=[CH:5][CH:6]=1. The catalyst class is: 16. (3) Reactant: [Br:1][C:2]1[CH:7]=[CH:6][C:5]([Cl:8])=[C:4]([CH2:9][C:10]2[CH:15]=[CH:14][C:13]([O:16]C)=[CH:12][CH:11]=2)[CH:3]=1.B(Br)(Br)Br.O. Product: [Br:1][C:2]1[CH:7]=[CH:6][C:5]([Cl:8])=[C:4]([CH:3]=1)[CH2:9][C:10]1[CH:15]=[CH:14][C:13]([OH:16])=[CH:12][CH:11]=1. The catalyst class is: 2. (4) Reactant: [C:1]([NH:8][CH:9]([C:14]1[CH:19]=[CH:18][CH:17]=[CH:16][CH:15]=1)[C:10]([O:12][CH3:13])=[O:11])([O:3][C:4]([CH3:7])([CH3:6])[CH3:5])=[O:2].C(O)(=O)C.[H][H]. Product: [C:1]([NH:8][CH:9]([CH:14]1[CH2:19][CH2:18][CH2:17][CH2:16][CH2:15]1)[C:10]([O:12][CH3:13])=[O:11])([O:3][C:4]([CH3:6])([CH3:7])[CH3:5])=[O:2]. The catalyst class is: 847.